This data is from Forward reaction prediction with 1.9M reactions from USPTO patents (1976-2016). The task is: Predict the product of the given reaction. (1) Given the reactants [CH3:1][N:2]1[C:7](=[O:8])[C:6]2[CH:9]=[C:10]([N+:12]([O-])=O)[S:11][C:5]=2[N:4]=[N:3]1.Cl.[Cl-].[NH4+], predict the reaction product. The product is: [NH2:12][C:10]1[S:11][C:5]2[N:4]=[N:3][N:2]([CH3:1])[C:7](=[O:8])[C:6]=2[CH:9]=1. (2) Given the reactants [C:1]12([C:11]3[CH:21]=[CH:20][C:14]([O:15][CH2:16][C:17](O)=[O:18])=[CH:13][CH:12]=3)[CH2:10][CH:5]3[CH2:6][CH:7]([CH2:9][CH:3]([CH2:4]3)[CH2:2]1)[CH2:8]2.[CH:22]([N:25]1[CH2:30][CH2:29][NH:28][CH2:27][CH2:26]1)([CH3:24])[CH3:23], predict the reaction product. The product is: [C:1]12([C:11]3[CH:21]=[CH:20][C:14]([O:15][CH2:16][C:17]([N:28]4[CH2:29][CH2:30][N:25]([CH:22]([CH3:24])[CH3:23])[CH2:26][CH2:27]4)=[O:18])=[CH:13][CH:12]=3)[CH2:2][CH:3]3[CH2:9][CH:7]([CH2:6][CH:5]([CH2:4]3)[CH2:10]1)[CH2:8]2. (3) The product is: [CH3:12][C:11]([NH:10][CH2:1][C:2]1[CH:3]=[N:4][CH:5]=[CH:6][CH:7]=1)([CH3:13])[C:14]([O:16][CH2:17][CH3:18])=[O:15]. Given the reactants [CH:1](=O)[C:2]1[CH:7]=[CH:6][CH:5]=[N:4][CH:3]=1.Cl.[NH2:10][C:11]1([C:14]([O:16][CH2:17][CH3:18])=[O:15])[CH2:13][CH2:12]1, predict the reaction product.